This data is from Forward reaction prediction with 1.9M reactions from USPTO patents (1976-2016). The task is: Predict the product of the given reaction. (1) The product is: [F:1][C:2]1[CH:3]=[C:4]([CH:8]=[CH:9][CH:10]=1)[CH2:5][CH2:6][O:7][C:47]1[CH:48]=[CH:49][C:44]([C:42]#[N:43])=[CH:45][CH:46]=1. Given the reactants [F:1][C:2]1[CH:3]=[C:4]([CH:8]=[CH:9][CH:10]=1)[CH2:5][CH2:6][OH:7].CCOC(/N=N/C(OCC)=O)=O.C1(P(C2C=CC=CC=2)C2C=CC=CC=2)C=CC=CC=1.[C:42]([C:44]1[CH:49]=[CH:48][C:47](O)=[CH:46][CH:45]=1)#[N:43].[NH4+].[Cl-], predict the reaction product. (2) Given the reactants Br[CH2:2][C:3]([N:5]([CH2:7][C:8]1[S:16][C:15]2[C:14]([N:17]3[CH2:22][CH2:21][O:20][CH2:19][CH2:18]3)=[N:13][C:12]([Cl:23])=[N:11][C:10]=2[CH:9]=1)[CH3:6])=[O:4].CCN(CC)CC.[OH:31][CH:32]1[CH2:37][CH2:36][NH:35][CH2:34][CH2:33]1, predict the reaction product. The product is: [Cl:23][C:12]1[N:13]=[C:14]([N:17]2[CH2:22][CH2:21][O:20][CH2:19][CH2:18]2)[C:15]2[S:16][C:8]([CH2:7][N:5]([CH3:6])[C:3](=[O:4])[CH2:2][N:35]3[CH2:36][CH2:37][CH:32]([OH:31])[CH2:33][CH2:34]3)=[CH:9][C:10]=2[N:11]=1.